This data is from Catalyst prediction with 721,799 reactions and 888 catalyst types from USPTO. The task is: Predict which catalyst facilitates the given reaction. (1) Reactant: [H-].[Na+].[CH3:3][C:4]1([CH3:20])[C:8]([CH3:10])([CH3:9])[O:7][B:6]([C:11]2[CH:12]=[C:13]3[C:17](=[CH:18][CH:19]=2)[NH:16][CH:15]=[CH:14]3)[O:5]1.I[CH2:22][CH3:23]. Product: [CH2:22]([N:16]1[C:17]2[C:13](=[CH:12][C:11]([B:6]3[O:5][C:4]([CH3:20])([CH3:3])[C:8]([CH3:9])([CH3:10])[O:7]3)=[CH:19][CH:18]=2)[CH:14]=[CH:15]1)[CH3:23]. The catalyst class is: 1. (2) Reactant: [Cl:1][C:2]1[CH:10]=[CH:9][C:8]2[N:7]([CH2:11][CH2:12][C:13]([OH:15])=O)[C:6]3[CH2:16][CH2:17][N:18]([CH3:20])[CH2:19][C:5]=3[C:4]=2[CH:3]=1.[NH:21]1[CH2:26][CH2:25][O:24][CH2:23][CH2:22]1.C1CCC(N=C=NC2CCCCC2)CC1. Product: [Cl:1][C:2]1[CH:10]=[CH:9][C:8]2[N:7]([CH2:11][CH2:12][C:13]([N:21]3[CH2:26][CH2:25][O:24][CH2:23][CH2:22]3)=[O:15])[C:6]3[CH2:16][CH2:17][N:18]([CH3:20])[CH2:19][C:5]=3[C:4]=2[CH:3]=1. The catalyst class is: 79. (3) Reactant: [N:1]12[CH2:8][CH2:7][CH:4]([CH2:5][CH2:6]1)[CH:3]([NH:9][C:10]([C:12]1[CH:13]=[CH:14][CH:15]=[C:16]3[O:20][C:19]([C:21]4[CH:26]=[CH:25][C:24]([N+:27]([O-])=O)=[CH:23][CH:22]=4)=[N:18][C:17]=13)=[O:11])[CH2:2]2.[Sn](Cl)Cl. Product: [N:1]12[CH2:6][CH2:5][CH:4]([CH2:7][CH2:8]1)[CH:3]([NH:9][C:10]([C:12]1[CH:13]=[CH:14][CH:15]=[C:16]3[O:20][C:19]([C:21]4[CH:22]=[CH:23][C:24]([NH2:27])=[CH:25][CH:26]=4)=[N:18][C:17]=13)=[O:11])[CH2:2]2. The catalyst class is: 8. (4) Reactant: CCN(C(C)C)C(C)C.[C:10]1([C:16]2[NH:20][N:19]=[C:18]([C:21]([NH:23][CH2:24][C:25]([OH:27])=O)=[O:22])[CH:17]=2)[CH:15]=[CH:14][CH:13]=[CH:12][CH:11]=1.C1C=CC2N(O)N=NC=2C=1.CCN=C=NCCCN(C)C.Cl.Cl.[CH3:51][C:52]1[C:57]([O:58][CH:59]2[CH2:64][CH2:63][NH:62][CH2:61][CH2:60]2)=[CH:56][CH:55]=[CH:54][N:53]=1.Cl.ClC1C=CC=CC=1OC1CCNCC1. Product: [CH3:51][C:52]1[C:57]([O:58][CH:59]2[CH2:64][CH2:63][N:62]([C:25](=[O:27])[CH2:24][NH:23][C:21]([C:18]3[CH:17]=[C:16]([C:10]4[CH:11]=[CH:12][CH:13]=[CH:14][CH:15]=4)[NH:20][N:19]=3)=[O:22])[CH2:61][CH2:60]2)=[CH:56][CH:55]=[CH:54][N:53]=1. The catalyst class is: 18. (5) Reactant: CC1C=CC(S([O-])(=O)=O)=CC=1.[CH3:12][O:13][C:14]1[CH:15]=[N+:16]([CH3:27])[C:17]2[C:22]([CH:23]=1)=[C:21]([N+:24]([O-:26])=[O:25])[CH:20]=[CH:19][CH:18]=2.[BH4-].[Na+].O. Product: [CH3:12][O:13][C:14]1[CH2:15][N:16]([CH3:27])[C:17]2[C:22]([CH:23]=1)=[C:21]([N+:24]([O-:26])=[O:25])[CH:20]=[CH:19][CH:18]=2. The catalyst class is: 5. (6) Reactant: Cl.[F:2][C:3]1([F:20])[CH2:8][CH2:7][CH:6]([CH2:9][CH:10]2[CH2:15][CH:14]([C:16]([O:18][CH3:19])=[O:17])[CH2:13][CH2:12][NH:11]2)[CH2:5][CH2:4]1.CCN(C(C)C)C(C)C.[C:30](Cl)(=[O:33])[O:31][CH3:32]. Product: [F:20][C:3]1([F:2])[CH2:4][CH2:5][CH:6]([CH2:9][CH:10]2[CH2:15][CH:14]([C:16]([O:18][CH3:19])=[O:17])[CH2:13][CH2:12][N:11]2[C:30]([O:31][CH3:32])=[O:33])[CH2:7][CH2:8]1. The catalyst class is: 2.